From a dataset of Rat liver microsome stability data. Regression/Classification. Given a drug SMILES string, predict its absorption, distribution, metabolism, or excretion properties. Task type varies by dataset: regression for continuous measurements (e.g., permeability, clearance, half-life) or binary classification for categorical outcomes (e.g., BBB penetration, CYP inhibition). Dataset: rlm. (1) The drug is O=c1ncn(Cc2ccc(F)cc2F)c2ccc(Oc3ncccc3C(F)(F)F)cc12. The result is 0 (unstable in rat liver microsomes). (2) The molecule is Cc1ccc(Nc2nc(-c3c(-c4ccccc4)noc3C)cs2)nc1. The result is 1 (stable in rat liver microsomes). (3) The molecule is CCn1c(C)c(C(C)=O)c(C)c1C(=O)Nc1cccc(S(=O)(=O)N(C)C)c1. The result is 1 (stable in rat liver microsomes). (4) The compound is CCC1=C(C(=O)CC2CCCCC2)[C@H](c2ccc(O)c(Cl)c2)NC(=O)N1. The result is 1 (stable in rat liver microsomes). (5) The compound is COc1ccc(OC)c(N2C(=O)C(Cl)=C(N3CCCCC3)C2=O)c1. The result is 1 (stable in rat liver microsomes). (6) The drug is C=CC(=O)NCc1coc(-c2c(N)ncnc2Nc2ccc(Oc3ccc(C)nc3)c(C)c2)n1. The result is 1 (stable in rat liver microsomes). (7) The compound is COc1ccc(-c2ccc3nc(-c4cc(C)cc(C)c4)oc3c2)c(OC)c1OC. The result is 0 (unstable in rat liver microsomes).